Dataset: Catalyst prediction with 721,799 reactions and 888 catalyst types from USPTO. Task: Predict which catalyst facilitates the given reaction. (1) Reactant: [CH2:1]([O:8][C:9]1[CH:14]=[C:13]([O:15][CH2:16][C:17]2[CH:22]=[CH:21][CH:20]=[CH:19][CH:18]=2)[CH:12]=[CH:11][C:10]=1[C:23]1[CH:32]=[CH:31][C:30]2[C:25](=[CH:26][CH:27]=[C:28]([O:33][CH3:34])[CH:29]=2)[C:24]=1[C:35]([C:37]1[CH:42]=[CH:41][C:40]([O:43][CH2:44][CH2:45][N:46]2[CH2:51][CH2:50][CH2:49][CH2:48][CH2:47]2)=[CH:39][CH:38]=1)=[O:36])[C:2]1[CH:7]=[CH:6][CH:5]=[CH:4][CH:3]=1.[H-].[Al+3].[Li+].[H-].[H-].[H-]. Product: [CH2:1]([O:8][C:9]1[CH:14]=[C:13]([O:15][CH2:16][C:17]2[CH:18]=[CH:19][CH:20]=[CH:21][CH:22]=2)[CH:12]=[CH:11][C:10]=1[C:23]1[CH:32]=[CH:31][C:30]2[C:25](=[CH:26][CH:27]=[C:28]([O:33][CH3:34])[CH:29]=2)[C:24]=1[CH:35]([C:37]1[CH:38]=[CH:39][C:40]([O:43][CH2:44][CH2:45][N:46]2[CH2:47][CH2:48][CH2:49][CH2:50][CH2:51]2)=[CH:41][CH:42]=1)[OH:36])[C:2]1[CH:3]=[CH:4][CH:5]=[CH:6][CH:7]=1. The catalyst class is: 7. (2) Reactant: C([Si](C)(C)[O:6][CH2:7][C:8]([CH3:34])([C:28]1[NH:32][C:31]([CH3:33])=[N:30][N:29]=1)[C:9]#[C:10][C:11]1[CH:12]=[CH:13][C:14]2[O:23][CH2:22][CH2:21][N:20]3[C:16](=[N:17][C:18]([C:24]([NH2:26])=[O:25])=[CH:19]3)[C:15]=2[CH:27]=1)(C)(C)C.CCCC[N+](CCCC)(CCCC)CCCC.[F-]. Product: [OH:6][CH2:7][C:8]([CH3:34])([C:28]1[NH:32][C:31]([CH3:33])=[N:30][N:29]=1)[C:9]#[C:10][C:11]1[CH:12]=[CH:13][C:14]2[O:23][CH2:22][CH2:21][N:20]3[C:16](=[N:17][C:18]([C:24]([NH2:26])=[O:25])=[CH:19]3)[C:15]=2[CH:27]=1. The catalyst class is: 1. (3) Reactant: Cl[CH2:2][C:3]([C:7]1[CH:12]=[C:11]([F:13])[CH:10]=[C:9]([Cl:14])[CH:8]=1)([OH:6])[CH2:4]Cl.C(=O)(O)[O-].[Na+].[CH:20]([NH2:23])([CH3:22])[CH3:21]. Product: [Cl:14][C:9]1[CH:8]=[C:7]([C:3]2([OH:6])[CH2:4][N:23]([CH:20]([CH3:22])[CH3:21])[CH2:2]2)[CH:12]=[C:11]([F:13])[CH:10]=1. The catalyst class is: 10. (4) Product: [CH3:68][CH:67]([CH3:69])[C@H:6]([NH:5][C:3](=[O:4])[O:2][CH3:1])[C:7](=[O:8])[N:9]1[CH2:13][CH2:12][CH2:11][C@H:10]1[C:14]1[NH:15][C:16]([C:19]2[CH:28]=[CH:27][C:26]3[C:21](=[CH:22][CH:23]=[C:24]([C:29]4[CH:34]=[CH:33][C:32]([C:35]5[NH:39][C:38]([C@@H:40]6[CH2:44][CH2:43][CH2:42][N:41]6[C:45]([C@H:47]6[C:56]7[C:51](=[CH:52][CH:53]=[CH:54][CH:55]=7)[CH2:50][CH2:49][NH:48]6)=[O:46])=[N:37][CH:36]=5)=[CH:31][CH:30]=4)[CH:25]=3)[CH:20]=2)=[CH:17][N:18]=1. The catalyst class is: 29. Reactant: [CH3:1][O:2][C:3]([NH:5][C@@H:6]([CH:67]([CH3:69])[CH3:68])[C:7]([N:9]1[CH2:13][CH2:12][CH2:11][C@H:10]1[C:14]1[NH:15][C:16]([C:19]2[CH:20]=[C:21]3[C:26](=[CH:27][CH:28]=2)[CH:25]=[C:24]([C:29]2[CH:34]=[CH:33][C:32]([C:35]4[NH:39][C:38]([C@@H:40]5[CH2:44][CH2:43][CH2:42][N:41]5[C:45]([C@H:47]5[C:56]6[C:51](=[CH:52][CH:53]=[CH:54][CH:55]=6)[CH2:50][CH2:49][N:48]5C(OCC5C=CC=CC=5)=O)=[O:46])=[N:37][CH:36]=4)=[CH:31][CH:30]=2)[CH:23]=[CH:22]3)=[CH:17][N:18]=1)=[O:8])=[O:4]. (5) Product: [F:15][C:4]1[CH:3]=[C:2]([N:1]2[C:28](=[O:29])[CH:27]=[C:26]([CH3:32])[N:22]=[C:23]2[CH3:25])[CH:7]=[CH:6][C:5]=1[N:8]1[CH2:13][CH2:12][CH:11]([OH:14])[CH2:10][CH2:9]1. The catalyst class is: 2. Reactant: [NH2:1][C:2]1[CH:7]=[CH:6][C:5]([N:8]2[CH2:13][CH2:12][CH:11]([OH:14])[CH2:10][CH2:9]2)=[C:4]([F:15])[CH:3]=1.C[Al](C)C.N#N.[NH:22](/[C:26](/[CH3:32])=[CH:27]\[C:28](OC)=[O:29])[C:23]([CH3:25])=O. (6) Reactant: [F:1][C:2]([F:10])([F:9])[C:3]1[CH:8]=[CH:7][CH:6]=[CH:5][N:4]=1.C1C=C(Cl)C=C(C(OO)=[O:19])C=1. Product: [F:1][C:2]([F:10])([F:9])[C:3]1[CH:8]=[CH:7][CH:6]=[CH:5][N+:4]=1[O-:19]. The catalyst class is: 2.